This data is from Forward reaction prediction with 1.9M reactions from USPTO patents (1976-2016). The task is: Predict the product of the given reaction. Given the reactants [OH:1][C:2]1[CH:7]=[C:6]([CH3:8])[O:5][C:4](=[O:9])[CH:3]=1.C(N(CC)CC)C.Br[CH2:18][CH2:19][CH2:20][CH2:21][CH2:22][CH2:23][CH2:24][CH2:25][CH2:26][CH2:27][CH2:28][CH2:29][CH2:30][CH3:31], predict the reaction product. The product is: [CH3:8][C:6]1[O:5][C:4](=[O:9])[CH:3]=[C:2]([O:1][CH2:31][CH2:30][CH2:29][CH2:28][CH2:27][CH2:26][CH2:25][CH2:24][CH2:23][CH2:22][CH2:21][CH2:20][CH2:19][CH3:18])[CH:7]=1.